Task: Predict the reactants needed to synthesize the given product.. Dataset: Full USPTO retrosynthesis dataset with 1.9M reactions from patents (1976-2016) (1) Given the product [CH:1]1([CH:7]([OH:6])[C@H:8]([NH:10][C:11](=[O:17])[O:12][C:13]([CH3:15])([CH3:14])[CH3:16])[CH3:9])[CH2:3][CH2:2]1, predict the reactants needed to synthesize it. The reactants are: [CH:1]1([Mg]Br)[CH2:3][CH2:2]1.[O:6]=[CH:7][C@H:8]([NH:10][C:11](=[O:17])[O:12][C:13]([CH3:16])([CH3:15])[CH3:14])[CH3:9]. (2) Given the product [NH:30]1[CH:31]=[C:15]([CH2:14][CH:10]2[CH2:9][C:8]([CH2:7][OH:6])=[CH:13][CH2:12][CH2:11]2)[N:39]=[CH:29]1, predict the reactants needed to synthesize it. The reactants are: C([SiH2][O:6][C:7](C)(C)[C:8]1[CH2:9][CH:10]([CH2:14][CH:15]=O)[CH2:11][CH2:12][CH:13]=1)(C)(C)C.S([CH2:29][N+:30]#[C-:31])(C1C=CC(C)=CC=1)(=O)=O.[C-]#N.[Na+].CCCC[N+:39](CCCC)(CCCC)CCCC.[F-]. (3) Given the product [CH3:1][CH2:2][NH:3][C:4]([C@H:6]1[N:10]([C:11]([C@@H:13]([NH:21][C:22]([C@@H:24]([NH:29][C:30]([C@H:32]([NH:37][C:38]([C@@H:40]([NH:49][C:50]([C@@H:52]([NH:55][C:56]([C@@H:58]([NH:69][C:70]([C@@H:72]([NH:79][C:80]([C@H:82]2[NH:87][C:85](=[O:86])[CH2:84][CH2:83]2)=[O:81])[CH2:73][C:74]2[N:78]=[CH:77][NH:76][CH:75]=2)=[O:71])[CH2:59][C:60]2[C:64]3[CH:65]=[CH:66][CH:67]=[CH:68][C:63]=3[NH:62][CH:61]=2)=[O:57])[CH2:53][OH:54])=[O:51])[CH2:41][C:42]2[CH:47]=[CH:46][C:45]([OH:48])=[CH:44][CH:43]=2)=[O:39])[CH2:33][CH:34]([CH3:36])[CH3:35])=[O:31])[CH2:25][CH:26]([CH3:28])[CH3:27])=[O:23])[CH2:14][CH2:15][CH2:16][NH:17][C:18]([NH2:20])=[NH:19])=[O:12])[CH2:9][CH2:8][CH2:7]1)=[O:5].[C:93]([O-:112])(=[O:111])[CH2:94][CH2:95][CH2:96][CH2:97][CH2:98][CH2:99][CH2:100]/[CH:101]=[CH:102]\[CH2:103][CH2:104][CH2:105][CH2:106][CH2:107][CH2:108][CH2:109][CH3:110], predict the reactants needed to synthesize it. The reactants are: [CH3:1][CH2:2][NH:3][C:4]([C@H:6]1[N:10]([C:11]([C@@H:13]([NH:21][C:22]([C@@H:24]([NH:29][C:30]([C@H:32]([NH:37][C:38]([C@@H:40]([NH:49][C:50]([C@@H:52]([NH:55][C:56]([C@@H:58]([NH:69][C:70]([C@@H:72]([NH:79][C:80]([C@H:82]2[NH:87][C:85](=[O:86])[CH2:84][CH2:83]2)=[O:81])[CH2:73][C:74]2[N:78]=[CH:77][NH:76][CH:75]=2)=[O:71])[CH2:59][C:60]2[C:64]3[CH:65]=[CH:66][CH:67]=[CH:68][C:63]=3[NH:62][CH:61]=2)=[O:57])[CH2:53][OH:54])=[O:51])[CH2:41][C:42]2[CH:43]=[CH:44][C:45]([OH:48])=[CH:46][CH:47]=2)=[O:39])[CH2:33][CH:34]([CH3:36])[CH3:35])=[O:31])[CH2:25][CH:26]([CH3:28])[CH3:27])=[O:23])[CH2:14][CH2:15][CH2:16][NH:17][C:18]([NH2:20])=[NH:19])=[O:12])[CH2:9][CH2:8][CH2:7]1)=[O:5].CC(O)=O.O.[C:93]([OH:112])(=[O:111])[CH2:94][CH2:95][CH2:96][CH2:97][CH2:98][CH2:99][CH2:100]/[CH:101]=[CH:102]\[CH2:103][CH2:104][CH2:105][CH2:106][CH2:107][CH2:108][CH2:109][CH3:110]. (4) Given the product [O:7]=[C:8]1[C:16]2[C:11](=[CH:12][CH:13]=[CH:14][CH:15]=2)[C:10](=[O:17])[N:9]1[CH2:18][CH2:19][C@@H:20]([C@H:24]([OH:37])[CH2:25][CH2:26][C:27]1[CH:28]=[CH:29][C:30]([C:33]([F:35])([F:34])[F:36])=[CH:31][CH:32]=1)[C:21]([OH:23])=[O:22], predict the reactants needed to synthesize it. The reactants are: C(=O)([O-])[O-].[K+].[K+].[O:7]=[C:8]1[C:16]2[C:11](=[CH:12][CH:13]=[CH:14][CH:15]=2)[C:10](=[O:17])[N:9]1[CH2:18][CH2:19][C@@H:20]([C@H:24]([O:37]C=O)[CH2:25][CH2:26][C:27]1[CH:32]=[CH:31][C:30]([C:33]([F:36])([F:35])[F:34])=[CH:29][CH:28]=1)[C:21]([OH:23])=[O:22]. (5) Given the product [F:1][C:2]1[CH:3]=[CH:4][C:5]([CH2:6][C:7]2[NH:8][C:9]([C:12]3[CH:21]=[C:20]4[C:15]([CH:16]=[CH:17][C:18]([OH:39])=[N:19]4)=[C:14]([N:23]4[CH2:24][CH2:25][N:26]([CH2:29][C:30]([NH:32][CH:33]([CH3:35])[CH3:34])=[O:31])[CH2:27][CH2:28]4)[N:13]=3)=[N:10][N:11]=2)=[CH:36][CH:37]=1, predict the reactants needed to synthesize it. The reactants are: [F:1][C:2]1[CH:37]=[CH:36][C:5]([CH2:6][C:7]2[NH:8][C:9]([C:12]3[C:21](O)=[C:20]4[C:15]([CH:16]=[CH:17][CH:18]=[N:19]4)=[C:14]([N:23]4[CH2:28][CH2:27][N:26]([CH2:29][C:30]([NH:32][CH:33]([CH3:35])[CH3:34])=[O:31])[CH2:25][CH2:24]4)[N:13]=3)=[N:10][N:11]=2)=[CH:4][CH:3]=1.C(O)=[O:39].